This data is from Catalyst prediction with 721,799 reactions and 888 catalyst types from USPTO. The task is: Predict which catalyst facilitates the given reaction. (1) Reactant: Cl[C:2]([O:4][CH2:5][C:6]1[CH:11]=[CH:10][CH:9]=[CH:8][CH:7]=1)=[O:3].Cl.[NH2:13][OH:14].C(=O)([O-])[O-].[Na+].[Na+]. Product: [OH:14][NH:13][C:2](=[O:3])[O:4][CH2:5][C:6]1[CH:11]=[CH:10][CH:9]=[CH:8][CH:7]=1. The catalyst class is: 6. (2) Reactant: [Br:1][C:2]1[CH:7]=[CH:6][C:5]([NH2:8])=[C:4]([F:9])[CH:3]=1.N1C=CC=CC=1.[C:16](Cl)(=[O:18])[CH3:17]. Product: [Br:1][C:2]1[CH:7]=[CH:6][C:5]([NH:8][C:16](=[O:18])[CH3:17])=[C:4]([F:9])[CH:3]=1. The catalyst class is: 4. (3) Product: [C:1]1([S:7]([C:10]2[CH:11]=[C:12]3[C:17](=[CH:18][CH:19]=2)[CH:16]([CH2:20][CH2:21][CH2:22][NH2:23])[CH2:15][CH2:14][CH2:13]3)(=[O:9])=[O:8])[CH:2]=[CH:3][CH:4]=[CH:5][CH:6]=1. The catalyst class is: 1. Reactant: [C:1]1([S:7]([C:10]2[CH:11]=[C:12]3[C:17](=[CH:18][CH:19]=2)[CH:16]([CH2:20][CH2:21][C:22]#[N:23])[CH2:15][CH2:14][CH2:13]3)(=[O:9])=[O:8])[CH:6]=[CH:5][CH:4]=[CH:3][CH:2]=1. (4) Reactant: [CH2:1]([N:8]1[C:16]2[C:11](=[CH:12][CH:13]=[CH:14][CH:15]=2)[C:10]([C:17]([NH:19][CH2:20][C:21]([C:23]2[CH:32]=[CH:31][C:30]3[C:25](=[CH:26][CH:27]=[C:28]([O:33][CH3:34])[CH:29]=3)[CH:24]=2)=[O:22])=O)=[CH:9]1)[C:2]1[CH:7]=[CH:6][CH:5]=[CH:4][CH:3]=1.C(N1C2C(=CC=CC=2)C(C2OC(C3C=CC4C(=CC=C(OC)C=4)C=3)=CN=2)=C1)C1C=CC=CC=1. Product: [CH2:1]([N:8]1[C:16]2[C:11](=[CH:12][CH:13]=[CH:14][CH:15]=2)[C:10]([C:17]2[O:22][C:21]([C:23]3[CH:32]=[CH:31][C:30]4[C:25](=[CH:26][CH:27]=[C:28]([O:33][CH3:34])[CH:29]=4)[CH:24]=3)=[CH:20][N:19]=2)=[CH:9]1)[C:2]1[CH:3]=[CH:4][CH:5]=[CH:6][CH:7]=1. The catalyst class is: 265. (5) Reactant: [Cl-].[Na+].[C:3]([O:7][C:8]([NH:10][C@@H:11]1[CH2:19][C:18]2[C:13](=[CH:14][CH:15]=[CH:16][CH:17]=2)[C@H:12]1[CH:20](C(OC)=O)[C:21]([O:23][CH3:24])=[O:22])=[O:9])([CH3:6])([CH3:5])[CH3:4]. Product: [C:3]([O:7][C:8]([NH:10][C@@H:11]1[CH2:19][C:18]2[C:13](=[CH:14][CH:15]=[CH:16][CH:17]=2)[C@H:12]1[CH2:20][C:21]([O:23][CH3:24])=[O:22])=[O:9])([CH3:6])([CH3:5])[CH3:4]. The catalyst class is: 58. (6) Reactant: [C:1]([C:3]1[N:8]=[C:7]([O:9][C@H:10]2[CH2:14][CH2:13][N:12]([C:15]([O:17][C:18]([CH3:21])([CH3:20])[CH3:19])=[O:16])[CH2:11]2)[C:6]([CH3:22])=[CH:5][CH:4]=1)#[N:2].C[N:24]1[C:28](=[O:29])CCC1.[NH:30](C(OCC)=O)N. Product: [CH3:22][C:6]1[C:7]([O:9][C@H:10]2[CH2:14][CH2:13][N:12]([C:15]([O:17][C:18]([CH3:19])([CH3:21])[CH3:20])=[O:16])[CH2:11]2)=[N:8][C:3]([C:1]2[NH:30][C:28](=[O:29])[NH:24][N:2]=2)=[CH:4][CH:5]=1. The catalyst class is: 25.